This data is from Reaction yield outcomes from USPTO patents with 853,638 reactions. The task is: Predict the reaction yield, written as a fraction of the theoretical maximum amount of product (1.0 means a 100% yield; for example, 0.34 means a 34% yield). (1) The reactants are [CH3:1][O:2][C:3](=[O:35])[NH:4][CH:5]([C:9]([N:11]1[CH2:15][C:14](F)(F)[CH2:13][CH:12]1[C:18]1[NH:19][C:20]([C:23]2[CH:28]=[CH:27][C:26]([C:29]#[C:30][Si](C)(C)C)=[CH:25][CH:24]=2)=[CH:21][N:22]=1)=[O:10])[CH:6]([CH3:8])[CH3:7].C([O-])([O-])=O.[K+].[K+]. The catalyst is CO. The product is [CH3:1][O:2][C:3](=[O:35])[NH:4][CH:5]([C:9]([N:11]1[CH2:15][CH2:14][CH2:13][CH:12]1[C:18]1[NH:19][C:20]([C:23]2[CH:28]=[CH:27][C:26]([C:29]#[CH:30])=[CH:25][CH:24]=2)=[CH:21][N:22]=1)=[O:10])[CH:6]([CH3:8])[CH3:7]. The yield is 1.00. (2) The reactants are [F:1][CH:2]([F:24])[O:3][C:4]1[CH:9]=[CH:8][C:7]([N:10]2[CH:15]=[CH:14][C:13](=[O:16])[C:12]([C:17](=O)[CH:18]=[CH:19][N:20](C)C)=[N:11]2)=[CH:6][CH:5]=1.[C:25]1([NH:31]N)[CH:30]=[CH:29][CH:28]=[CH:27][CH:26]=1. The catalyst is CO. The product is [F:1][CH:2]([F:24])[O:3][C:4]1[CH:9]=[CH:8][C:7]([N:10]2[CH:15]=[CH:14][C:13](=[O:16])[C:12]([C:17]3[N:31]([C:25]4[CH:30]=[CH:29][CH:28]=[CH:27][CH:26]=4)[N:20]=[CH:19][CH:18]=3)=[N:11]2)=[CH:6][CH:5]=1. The yield is 0.220. (3) The reactants are [CH2:1]([C@@:4]1([C:20]2[CH:25]=[CH:24][C:23]([F:26])=[CH:22][CH:21]=2)[O:9][C:8](=[O:10])[N:7]([C@@H:11]([C:13]2[CH:18]=[CH:17][C:16]([Br:19])=[CH:15][CH:14]=2)[CH3:12])[CH2:6][CH2:5]1)[CH:2]=C.[O:27]=[O+][O-].[BH4-].[Na+]. The catalyst is C(Cl)Cl. The product is [Br:19][C:16]1[CH:17]=[CH:18][C:13]([C@H:11]([N:7]2[CH2:6][CH2:5][C@@:4]([C:20]3[CH:25]=[CH:24][C:23]([F:26])=[CH:22][CH:21]=3)([CH2:1][CH2:2][OH:27])[O:9][C:8]2=[O:10])[CH3:12])=[CH:14][CH:15]=1. The yield is 0.350.